Dataset: Reaction yield outcomes from USPTO patents with 853,638 reactions. Task: Predict the reaction yield, written as a fraction of the theoretical maximum amount of product (1.0 means a 100% yield; for example, 0.34 means a 34% yield). (1) The reactants are [C:1]([C:3]1[CH:4]=[C:5]([CH:24]=[CH:25][CH:26]=1)[C:6]([NH:8][C:9]1[CH:10]=[C:11]2[C:15](=[CH:16][CH:17]=1)[NH:14][CH:13]=[C:12]2[CH:18]1[CH2:23][CH2:22][NH:21][CH2:20][CH2:19]1)=[O:7])#[N:2].[CH:27]1([S:32](Cl)(=[O:34])=[O:33])[CH2:31][CH2:30][CH2:29][CH2:28]1.C(N(CC)CC)C.C(=O)(O)[O-].[Na+]. The catalyst is CN(C)C=O.O. The product is [C:1]([C:3]1[CH:4]=[C:5]([CH:24]=[CH:25][CH:26]=1)[C:6]([NH:8][C:9]1[CH:10]=[C:11]2[C:15](=[CH:16][CH:17]=1)[NH:14][CH:13]=[C:12]2[CH:18]1[CH2:19][CH2:20][N:21]([S:32]([CH:27]2[CH2:31][CH2:30][CH2:29][CH2:28]2)(=[O:34])=[O:33])[CH2:22][CH2:23]1)=[O:7])#[N:2]. The yield is 0.570. (2) The reactants are [Cl-].O[NH3+:3].[C:4](=[O:7])([O-])[OH:5].[Na+].CS(C)=O.[CH2:13]([C:17]1[N:18]=[C:19]([CH3:47])[N:20]([C:40]2[CH:45]=[CH:44][CH:43]=[C:42]([CH3:46])[CH:41]=2)[C:21](=[O:39])[C:22]=1[CH2:23][C:24]1[CH:29]=[CH:28][C:27]([C:30]2[C:31]([C:36]#[N:37])=[CH:32][CH:33]=[CH:34][CH:35]=2)=[CH:26][C:25]=1[F:38])[CH2:14][CH2:15][CH3:16]. The catalyst is O.C(OCC)(=O)C. The product is [CH2:13]([C:17]1[N:18]=[C:19]([CH3:47])[N:20]([C:40]2[CH:45]=[CH:44][CH:43]=[C:42]([CH3:46])[CH:41]=2)[C:21](=[O:39])[C:22]=1[CH2:23][C:24]1[CH:29]=[CH:28][C:27]([C:30]2[CH:35]=[CH:34][CH:33]=[CH:32][C:31]=2[C:36]2[NH:3][C:4](=[O:7])[O:5][N:37]=2)=[CH:26][C:25]=1[F:38])[CH2:14][CH2:15][CH3:16]. The yield is 0.680. (3) The reactants are [C:1]([O:5][C:6]([NH:8][C:9]1[CH:14]=[CH:13][CH:12]=[CH:11][C:10]=1[NH:15][C:16](=[O:32])[C:17]1[CH:22]=[CH:21][C:20](B2OC(C)(C)C(C)(C)O2)=[CH:19][CH:18]=1)=[O:7])([CH3:4])([CH3:3])[CH3:2].Br[C:34]1[CH:35]=[N:36][C:37]([Cl:40])=[N:38][CH:39]=1.C(=O)([O-])O.[Na+]. The catalyst is [Pd].C1(P(C2C=CC=CC=2)C2C=CC=CC=2)C=CC=CC=1.C1(P(C2C=CC=CC=2)C2C=CC=CC=2)C=CC=CC=1.C1(P(C2C=CC=CC=2)C2C=CC=CC=2)C=CC=CC=1.C1(P(C2C=CC=CC=2)C2C=CC=CC=2)C=CC=CC=1.COCCOC. The product is [C:1]([O:5][C:6]([NH:8][C:9]1[CH:14]=[CH:13][CH:12]=[CH:11][C:10]=1[NH:15][C:16](=[O:32])[C:17]1[CH:18]=[CH:19][C:20]([C:34]2[CH:35]=[N:36][C:37]([Cl:40])=[N:38][CH:39]=2)=[CH:21][CH:22]=1)=[O:7])([CH3:4])([CH3:2])[CH3:3]. The yield is 0.610. (4) The reactants are [CH:1]([C:4]1[N:5]=[C:6]([C:9]2[CH:18]=[C:17]([O:19][CH2:20][CH2:21][C@@H:22]3[NH:36][C:35](=[O:37])[N:34]([CH3:38])[CH2:33][CH2:32][CH2:31][CH2:30][CH:29]=[CH:28][C@H:27]4[C@@:25]([C:39]([O:41]CC)=[O:40])([CH2:26]4)[NH:24][C:23]3=[O:44])[C:16]3[C:11](=[C:12]([CH3:47])[C:13]([O:45][CH3:46])=[CH:14][CH:15]=3)[N:10]=2)[S:7][CH:8]=1)([CH3:3])[CH3:2].[Li+].[OH-].Cl. The catalyst is C1COCC1.O. The product is [CH:1]([C:4]1[N:5]=[C:6]([C:9]2[CH:18]=[C:17]([O:19][CH2:20][CH2:21][C@@H:22]3[NH:36][C:35](=[O:37])[N:34]([CH3:38])[CH2:33][CH2:32][CH2:31][CH2:30][CH:29]=[CH:28][C@H:27]4[C@@:25]([C:39]([OH:41])=[O:40])([CH2:26]4)[NH:24][C:23]3=[O:44])[C:16]3[C:11](=[C:12]([CH3:47])[C:13]([O:45][CH3:46])=[CH:14][CH:15]=3)[N:10]=2)[S:7][CH:8]=1)([CH3:2])[CH3:3]. The yield is 0.400.